From a dataset of NCI-60 drug combinations with 297,098 pairs across 59 cell lines. Regression. Given two drug SMILES strings and cell line genomic features, predict the synergy score measuring deviation from expected non-interaction effect. (1) Drug 1: CC12CCC3C(C1CCC2=O)CC(=C)C4=CC(=O)C=CC34C. Drug 2: C1=CN(C=N1)CC(O)(P(=O)(O)O)P(=O)(O)O. Cell line: A498. Synergy scores: CSS=5.09, Synergy_ZIP=-11.4, Synergy_Bliss=-23.4, Synergy_Loewe=-23.2, Synergy_HSA=-23.8. (2) Drug 1: CN1C(=O)N2C=NC(=C2N=N1)C(=O)N. Drug 2: C(CCl)NC(=O)N(CCCl)N=O. Cell line: TK-10. Synergy scores: CSS=8.26, Synergy_ZIP=-2.98, Synergy_Bliss=-0.972, Synergy_Loewe=0.936, Synergy_HSA=0.545. (3) Drug 1: C1CC(=O)NC(=O)C1N2CC3=C(C2=O)C=CC=C3N. Drug 2: CCCCC(=O)OCC(=O)C1(CC(C2=C(C1)C(=C3C(=C2O)C(=O)C4=C(C3=O)C=CC=C4OC)O)OC5CC(C(C(O5)C)O)NC(=O)C(F)(F)F)O. Cell line: SR. Synergy scores: CSS=9.28, Synergy_ZIP=-10.9, Synergy_Bliss=-16.3, Synergy_Loewe=-12.7, Synergy_HSA=-12.5.